From a dataset of Full USPTO retrosynthesis dataset with 1.9M reactions from patents (1976-2016). Predict the reactants needed to synthesize the given product. (1) Given the product [CH2:69]([O:71][C:72](=[O:89])[CH:73]([CH2:82][C:83]1[CH:84]=[CH:85][CH:86]=[CH:87][CH:88]=1)[CH:74]([OH:81])[CH2:75][C:76]([O:78][CH2:79][CH3:80])=[O:77])[CH3:70], predict the reactants needed to synthesize it. The reactants are: C(C(C(=O)CC([O-])=O)C([O-])=O)C1C=CC=CC=1.O=C[C@@H]([C@H]([C@@H]([C@@H](CO)O)O)O)O.CC1(C)S[C@@H]2[C@H](NC([C@H](N)C3C=CC=CC=3)=O)C(=O)N2[C@H]1C(O)=O.CC(S[C@@H]1O[C@H](CO)[C@H](O)[C@H](O)[C@H]1O)C.[CH2:69]([O:71][C:72](=[O:89])[CH:73]([CH2:82][C:83]1[CH:88]=[CH:87][CH:86]=[CH:85][CH:84]=1)[C:74](=[O:81])[CH2:75][C:76]([O:78][CH2:79][CH3:80])=[O:77])[CH3:70]. (2) Given the product [F:3][C:4]1[CH:9]=[CH:8][CH:7]=[CH:6][C:5]=1[C:10]1[N:11]=[N:12][N:13]2[C:22]3[C:17](=[CH:18][CH:19]=[CH:20][CH:21]=3)[C:16]([N:23]3[CH2:24][CH2:25][CH:26]([O:29][CH3:30])[CH2:27][CH2:28]3)=[N:15][C:14]=12, predict the reactants needed to synthesize it. The reactants are: [H-].[Na+].[F:3][C:4]1[CH:9]=[CH:8][CH:7]=[CH:6][C:5]=1[C:10]1[N:11]=[N:12][N:13]2[C:22]3[C:17](=[CH:18][CH:19]=[CH:20][CH:21]=3)[C:16]([N:23]3[CH2:28][CH2:27][CH:26]([OH:29])[CH2:25][CH2:24]3)=[N:15][C:14]=12.[CH3:30]I. (3) Given the product [O:4]1[C:8]2[CH:9]=[CH:10][CH:11]=[C:12]([N:13]3[CH2:18][CH2:17][N:16]([CH2:19][CH2:20][C@H:21]4[CH2:26][CH2:25][C@H:24]([NH:27][C:29](=[O:28])[CH2:30][OH:31])[CH2:23][CH2:22]4)[CH2:15][CH2:14]3)[C:7]=2[O:6][CH2:5]1, predict the reactants needed to synthesize it. The reactants are: Cl.Cl.Cl.[O:4]1[C:8]2[CH:9]=[CH:10][CH:11]=[C:12]([N:13]3[CH2:18][CH2:17][N:16]([CH2:19][CH2:20][C@H:21]4[CH2:26][CH2:25][C@H:24]([NH2:27])[CH2:23][CH2:22]4)[CH2:15][CH2:14]3)[C:7]=2[O:6][CH2:5]1.[OH:28][CH2:29][C:30](O)=[O:31]. (4) The reactants are: [Br:1][C:2]1[CH:7]=[CH:6][C:5]([NH2:8])=[C:4]([CH2:9]C)[C:3]=1C.[N:12]([O-])=O.[Na+].[C:16](O)(=O)[CH3:17]. Given the product [Br:1][C:2]1[CH:3]=[C:4]2[C:5](=[C:6]([CH2:16][CH3:17])[CH:7]=1)[NH:8][N:12]=[CH:9]2.[Br:1][C:2]1[CH:7]=[C:6]2[C:5](=[C:4]([CH3:9])[CH:3]=1)[NH:8][N:12]=[C:16]2[CH3:17], predict the reactants needed to synthesize it. (5) Given the product [C:1]([O:5][C:6]([NH:7][C:8]1([C:12]2[CH:17]=[CH:16][C:15]([C:18]3[C:19]([C:29]4[CH:34]=[CH:33][CH:32]=[CH:31][CH:30]=4)=[CH:20][C:21]4[NH:26][C:25](=[N:37][NH:36][C:38]([O:40][CH2:41][CH3:42])=[O:39])[CH2:24][O:23][C:22]=4[N:28]=3)=[CH:14][CH:13]=2)[CH2:11][CH2:10][CH2:9]1)=[O:35])([CH3:4])([CH3:3])[CH3:2], predict the reactants needed to synthesize it. The reactants are: [C:1]([O:5][C:6](=[O:35])[NH:7][C:8]1([C:12]2[CH:17]=[CH:16][C:15]([C:18]3[C:19]([C:29]4[CH:34]=[CH:33][CH:32]=[CH:31][CH:30]=4)=[CH:20][C:21]4[NH:26][C:25](=S)[CH2:24][O:23][C:22]=4[N:28]=3)=[CH:14][CH:13]=2)[CH2:11][CH2:10][CH2:9]1)([CH3:4])([CH3:3])[CH3:2].[NH:36]([C:38]([O:40][CH2:41][CH3:42])=[O:39])[NH2:37]. (6) Given the product [O:1]1[C:5]2[CH:6]=[CH:7][CH:8]=[CH:9][C:4]=2[N:3]=[C:2]1[NH:10][C:11]1[CH:16]=[CH:15][C:14]([CH2:17][C:18]([OH:20])=[O:19])=[CH:13][C:12]=1[CH3:25], predict the reactants needed to synthesize it. The reactants are: [O:1]1[C:5]2[CH:6]=[CH:7][CH:8]=[CH:9][C:4]=2[N:3]=[C:2]1[NH:10][C:11]1[CH:16]=[CH:15][C:14]([CH2:17][C:18]([O:20]C(C)(C)C)=[O:19])=[CH:13][C:12]=1[CH3:25].FC(F)(F)C(O)=O. (7) Given the product [Cl:11][C:6]1[N:5]=[CH:4][N:3]=[C:2]([NH:15][C:14]2[CH:16]=[C:17]([O:22][CH2:23][C:24]3[C:29]([O:30][CH3:31])=[CH:28][CH:27]=[C:26]([F:32])[C:25]=3[F:33])[C:18]([O:20][CH3:21])=[CH:19][C:13]=2[Cl:12])[C:7]=1[N+:8]([O-:10])=[O:9], predict the reactants needed to synthesize it. The reactants are: Cl[C:2]1[C:7]([N+:8]([O-:10])=[O:9])=[C:6]([Cl:11])[N:5]=[CH:4][N:3]=1.[Cl:12][C:13]1[CH:19]=[C:18]([O:20][CH3:21])[C:17]([O:22][CH2:23][C:24]2[C:29]([O:30][CH3:31])=[CH:28][CH:27]=[C:26]([F:32])[C:25]=2[F:33])=[CH:16][C:14]=1[NH2:15].C(N(CC)C(C)C)(C)C.O. (8) The reactants are: [C:1]([C:5]1[CH:9]=[C:8]([NH:10][C:11](=[O:19])OC2C=CC=CC=2)[N:7]([C:20]2[CH:25]=[CH:24][C:23]([CH3:26])=[CH:22][CH:21]=2)[N:6]=1)([CH3:4])([CH3:3])[CH3:2].[NH2:27][C:28]1[C:37]2[C:32](=[CH:33][CH:34]=[CH:35][CH:36]=2)[C:31]([O:38][C:39]2[CH:44]=[CH:43][N:42]=[C:41]([NH:45][C:46]3[CH:51]=[C:50]([O:52][CH2:53][CH2:54][O:55][CH2:56][CH2:57][O:58][CH2:59][CH2:60][O:61][CH3:62])[N:49]=[C:48]([O:63][CH3:64])[CH:47]=3)[N:40]=2)=[CH:30][CH:29]=1.CCN(CC)CC. Given the product [C:1]([C:5]1[CH:9]=[C:8]([NH:10][C:11]([NH:27][C:28]2[C:37]3[C:32](=[CH:33][CH:34]=[CH:35][CH:36]=3)[C:31]([O:38][C:39]3[CH:44]=[CH:43][N:42]=[C:41]([NH:45][C:46]4[CH:51]=[C:50]([O:52][CH2:53][CH2:54][O:55][CH2:56][CH2:57][O:58][CH2:59][CH2:60][O:61][CH3:62])[N:49]=[C:48]([O:63][CH3:64])[CH:47]=4)[N:40]=3)=[CH:30][CH:29]=2)=[O:19])[N:7]([C:20]2[CH:25]=[CH:24][C:23]([CH3:26])=[CH:22][CH:21]=2)[N:6]=1)([CH3:2])([CH3:3])[CH3:4], predict the reactants needed to synthesize it. (9) Given the product [C:23]([C:15]1[CH:14]=[C:13]([CH:18]=[C:17]([Cl:19])[C:16]=1[N:20]([CH3:22])[CH3:21])[CH:29]=[O:30])([CH3:26])([CH3:25])[CH3:24], predict the reactants needed to synthesize it. The reactants are: C([Li])CCC.CCCCCC.Br[C:13]1[CH:18]=[C:17]([Cl:19])[C:16]([N:20]([CH3:22])[CH3:21])=[C:15]([C:23]([CH3:26])([CH3:25])[CH3:24])[CH:14]=1.CN(C)[CH:29]=[O:30]. (10) Given the product [Cl:12][C:13]1[CH:22]=[C:21]([Cl:23])[C:20]([N:24]2[CH:5]=[CH:4][CH:3]=[N:25]2)=[CH:19][C:14]=1[C:15]([O:17][CH3:18])=[O:16], predict the reactants needed to synthesize it. The reactants are: CO[CH:3](OC)[CH2:4][CH:5](OC)OC.[Cl:12][C:13]1[CH:22]=[C:21]([Cl:23])[C:20]([NH:24][NH2:25])=[CH:19][C:14]=1[C:15]([O:17][CH3:18])=[O:16].